Task: Predict the product of the given reaction.. Dataset: Forward reaction prediction with 1.9M reactions from USPTO patents (1976-2016) (1) Given the reactants Br[C:2]1[C:3]2[C:4]3[CH:18]=[CH:17][S:16][C:5]=3[C:6](=[O:15])[NH:7][C:8]=2[C:9]([CH3:14])=[CH:10][C:11]=1[O:12][CH3:13].[F:19][C:20]1[CH:25]=[C:24](B2OC(C)(C)C(C)(C)O2)[CH:23]=[CH:22][C:21]=1[CH:35]([CH:45]([CH3:47])[CH3:46])[CH2:36][NH:37][C:38](=[O:44])[O:39][C:40]([CH3:43])([CH3:42])[CH3:41], predict the reaction product. The product is: [F:19][C:20]1[CH:25]=[C:24]([C:2]2[C:3]3[C:4]4[CH:18]=[CH:17][S:16][C:5]=4[C:6](=[O:15])[NH:7][C:8]=3[C:9]([CH3:14])=[CH:10][C:11]=2[O:12][CH3:13])[CH:23]=[CH:22][C:21]=1[CH:35]([CH:45]([CH3:47])[CH3:46])[CH2:36][NH:37][C:38](=[O:44])[O:39][C:40]([CH3:41])([CH3:42])[CH3:43]. (2) Given the reactants Cl[C:2]1[N:7]=[C:6]([C:8]2[N:12]3[CH:13]=[CH:14][CH:15]=[CH:16][C:11]3=[N:10][C:9]=2[C:17]2[CH:18]=[CH:19][C:20]([O:34][CH3:35])=[C:21]([CH:33]=2)[C:22]([NH:24][C:25]2[C:30]([F:31])=[CH:29][CH:28]=[CH:27][C:26]=2[F:32])=[O:23])[CH:5]=[CH:4][N:3]=1.[CH3:36][C:37]1[C:38]([CH:46]2[CH2:51][CH2:50][N:49]([CH2:52][CH2:53][CH3:54])[CH2:48][CH2:47]2)=[CH:39][C:40]([O:44][CH3:45])=[C:41]([CH:43]=1)[NH2:42].C1(C)C=CC(S(O)(=O)=O)=CC=1.C[O-].[Na+], predict the reaction product. The product is: [F:32][C:26]1[CH:27]=[CH:28][CH:29]=[C:30]([F:31])[C:25]=1[NH:24][C:22](=[O:23])[C:21]1[CH:33]=[C:17]([C:9]2[N:10]=[C:11]3[CH:16]=[CH:15][CH:14]=[CH:13][N:12]3[C:8]=2[C:6]2[CH:5]=[CH:4][N:3]=[C:2]([NH:42][C:41]3[CH:43]=[C:37]([CH3:36])[C:38]([CH:46]4[CH2:51][CH2:50][N:49]([CH2:52][CH2:53][CH3:54])[CH2:48][CH2:47]4)=[CH:39][C:40]=3[O:44][CH3:45])[N:7]=2)[CH:18]=[CH:19][C:20]=1[O:34][CH3:35]. (3) Given the reactants [NH2:1][CH2:2][C:3]1[C:8]([CH2:9][CH3:10])=[N:7][C:6]2[N:11]([CH2:14][CH3:15])[N:12]=[CH:13][C:5]=2[C:4]=1[NH:16][CH:17]1[CH2:22][CH2:21][O:20][CH2:19][CH2:18]1.[CH3:23][O:24][C:25]([C:27]1[CH:35]=[CH:34][C:30]([C:31](O)=[O:32])=[CH:29][CH:28]=1)=[O:26].CN(C(ON1N=NC2C=CC=CC1=2)=[N+](C)C)C.F[P-](F)(F)(F)(F)F.CCN(CC)CC, predict the reaction product. The product is: [CH2:14]([N:11]1[C:6]2=[N:7][C:8]([CH2:9][CH3:10])=[C:3]([CH2:2][NH:1][C:31]([C:30]3[CH:34]=[CH:35][C:27]([C:25]([O:24][CH3:23])=[O:26])=[CH:28][CH:29]=3)=[O:32])[C:4]([NH:16][CH:17]3[CH2:18][CH2:19][O:20][CH2:21][CH2:22]3)=[C:5]2[CH:13]=[N:12]1)[CH3:15]. (4) The product is: [C:23]([O:22][C:20]([C:19]1[CH:18]=[C:17]([C:2]2[CH:10]=[CH:9][N:8]=[C:7]3[NH:6][C:5]([C:11]([O:13][CH3:14])=[O:12])=[CH:4][C:3]=23)[CH:29]=[CH:28][CH:27]=1)=[O:21])([CH3:26])([CH3:24])[CH3:25]. Given the reactants Cl[C:2]1[CH:10]=[CH:9][N:8]=[C:7]2[C:3]=1[CH:4]=[C:5]([C:11]([O:13][CH3:14])=[O:12])[NH:6]2.OB(C)[C:17]1[CH:18]=[C:19]([CH:27]=[CH:28][CH:29]=1)[C:20]([O:22][C:23]([CH3:26])([CH3:25])[CH3:24])=[O:21].P([O-])([O-])([O-])=O.[K+].[K+].[K+].O, predict the reaction product. (5) Given the reactants C([O:8][C:9]1[CH:33]=[CH:32][C:31]([CH:34]2[CH2:39][CH2:38][N:37]([CH:40]([CH3:42])[CH3:41])[CH2:36][CH2:35]2)=[CH:30][C:10]=1[C:11]([NH:13][C:14]1[CH:23]=[C:22]([C:24]2[CH:29]=[CH:28][CH:27]=[CH:26][CH:25]=2)[CH:21]=[CH:20][C:15]=1[C:16]([O:18][CH3:19])=[O:17])=[O:12])C1C=CC=CC=1.C(Cl)(Cl)Cl, predict the reaction product. The product is: [OH:8][C:9]1[CH:33]=[CH:32][C:31]([CH:34]2[CH2:35][CH2:36][N:37]([CH:40]([CH3:42])[CH3:41])[CH2:38][CH2:39]2)=[CH:30][C:10]=1[C:11]([NH:13][C:14]1[CH:23]=[C:22]([C:24]2[CH:29]=[CH:28][CH:27]=[CH:26][CH:25]=2)[CH:21]=[CH:20][C:15]=1[C:16]([O:18][CH3:19])=[O:17])=[O:12]. (6) Given the reactants [F-].C([N+](CCCC)(CCCC)CCCC)CCC.[F:19][C:20]1[CH:25]=[CH:24][C:23]([O:26][CH3:27])=[CH:22][C:21]=1[C:28]1[CH:33]=[CH:32][C:31]([O:34][Si](C(C)C)(C(C)C)C(C)C)=[CH:30][C:29]=1[CH2:45][C:46]([CH3:49])([CH3:48])[CH3:47].O, predict the reaction product. The product is: [F:19][C:20]1[CH:25]=[CH:24][C:23]([O:26][CH3:27])=[CH:22][C:21]=1[C:28]1[CH:33]=[CH:32][C:31]([OH:34])=[CH:30][C:29]=1[CH2:45][C:46]([CH3:49])([CH3:48])[CH3:47]. (7) Given the reactants [CH2:1]([O:5][C:6]1[N:14]=[C:13]2[C:9]([N:10]=[C:11](OC)[N:12]2[CH2:15][CH:16]2[CH2:21][CH2:20][N:19]([CH2:22][CH3:23])[CH2:18][CH2:17]2)=[C:8]([NH2:26])[N:7]=1)[CH2:2][CH2:3][CH3:4].Cl.O1CCOCC1, predict the reaction product. The product is: [CH2:1]([O:5][C:6]1[N:14]=[C:13]2[C:9]([N:10]=[CH:11][N:12]2[CH2:15][CH:16]2[CH2:17][CH2:18][N:19]([CH2:22][CH3:23])[CH2:20][CH2:21]2)=[C:8]([NH2:26])[N:7]=1)[CH2:2][CH2:3][CH3:4]. (8) The product is: [Cl:2][C:3]1[CH:8]=[CH:7][C:6]([OH:9])=[CH:5][C:4]=1[C:10]1[N:15]=[C:14]([NH:16][CH:17]2[CH2:22][CH2:21][N:20]([CH3:35])[CH2:19][C:18]2([F:23])[F:24])[C:13]([CH3:25])=[C:12]([C:26]2[C:27]([CH3:32])=[N:28][O:29][C:30]=2[CH3:31])[N:11]=1. Given the reactants Cl.[Cl:2][C:3]1[CH:8]=[CH:7][C:6]([OH:9])=[CH:5][C:4]=1[C:10]1[N:15]=[C:14]([NH:16][CH:17]2[CH2:22][CH2:21][NH:20][CH2:19][C:18]2([F:24])[F:23])[C:13]([CH3:25])=[C:12]([C:26]2[C:27]([CH3:32])=[N:28][O:29][C:30]=2[CH3:31])[N:11]=1.C=O.[CH3:35]C(O)=O.[BH3-]C#N.[Na+], predict the reaction product. (9) Given the reactants [Cl:1][C:2]1[CH:10]=[CH:9][C:5]([C:6]([OH:8])=O)=[CH:4][CH:3]=1.C1(N=C=NC2CCCCC2)CCCCC1.Cl.[NH2:27][CH:28]([C:34]([O:36][CH2:37][CH3:38])=[O:35])[C:29]([O:31][CH2:32][CH3:33])=[O:30].C(N(CC)CC)C, predict the reaction product. The product is: [Cl:1][C:2]1[CH:3]=[CH:4][C:5]([C:6]([NH:27][CH:28]([C:29]([O:31][CH2:32][CH3:33])=[O:30])[C:34]([O:36][CH2:37][CH3:38])=[O:35])=[O:8])=[CH:9][CH:10]=1.